Dataset: NCI-60 drug combinations with 297,098 pairs across 59 cell lines. Task: Regression. Given two drug SMILES strings and cell line genomic features, predict the synergy score measuring deviation from expected non-interaction effect. (1) Drug 1: CC(C)(C1=NC(=CC=C1)N2C3=NC(=NC=C3C(=O)N2CC=C)NC4=CC=C(C=C4)N5CCN(CC5)C)O. Drug 2: C1CC(CNC1)C2=CC=C(C=C2)N3C=C4C=CC=C(C4=N3)C(=O)N. Cell line: SK-OV-3. Synergy scores: CSS=24.3, Synergy_ZIP=1.05, Synergy_Bliss=2.17, Synergy_Loewe=-15.4, Synergy_HSA=3.49. (2) Drug 1: C1=NC2=C(N1)C(=S)N=C(N2)N. Drug 2: C(CN)CNCCSP(=O)(O)O. Cell line: NCI-H522. Synergy scores: CSS=22.4, Synergy_ZIP=-6.05, Synergy_Bliss=0.0275, Synergy_Loewe=-16.1, Synergy_HSA=-1.06. (3) Drug 1: CC1=C(C=C(C=C1)NC(=O)C2=CC=C(C=C2)CN3CCN(CC3)C)NC4=NC=CC(=N4)C5=CN=CC=C5. Drug 2: C1CCC(C(C1)N)N.C(=O)(C(=O)[O-])[O-].[Pt+4]. Cell line: RXF 393. Synergy scores: CSS=12.7, Synergy_ZIP=-2.61, Synergy_Bliss=3.57, Synergy_Loewe=2.85, Synergy_HSA=3.92. (4) Drug 1: C1=CC(=CC=C1C#N)C(C2=CC=C(C=C2)C#N)N3C=NC=N3. Drug 2: CC(C)(C#N)C1=CC(=CC(=C1)CN2C=NC=N2)C(C)(C)C#N. Cell line: HCT-15. Synergy scores: CSS=-15.9, Synergy_ZIP=15.5, Synergy_Bliss=15.7, Synergy_Loewe=-9.63, Synergy_HSA=-4.86. (5) Drug 1: CC(C)CN1C=NC2=C1C3=CC=CC=C3N=C2N. Drug 2: CC1CCCC2(C(O2)CC(NC(=O)CC(C(C(=O)C(C1O)C)(C)C)O)C(=CC3=CSC(=N3)C)C)C. Cell line: EKVX. Synergy scores: CSS=27.3, Synergy_ZIP=-5.78, Synergy_Bliss=2.75, Synergy_Loewe=1.11, Synergy_HSA=3.84. (6) Drug 1: C1CCC(C(C1)N)N.C(=O)(C(=O)[O-])[O-].[Pt+4]. Drug 2: CC(C)CN1C=NC2=C1C3=CC=CC=C3N=C2N. Cell line: SF-268. Synergy scores: CSS=16.5, Synergy_ZIP=-4.22, Synergy_Bliss=1.51, Synergy_Loewe=-0.596, Synergy_HSA=-0.957. (7) Drug 1: C1=CC(=CC=C1CCCC(=O)O)N(CCCl)CCCl. Drug 2: CN1C(=O)N2C=NC(=C2N=N1)C(=O)N. Cell line: HOP-92. Synergy scores: CSS=29.1, Synergy_ZIP=-10.2, Synergy_Bliss=-9.18, Synergy_Loewe=-9.21, Synergy_HSA=-5.55. (8) Drug 1: CC1=C(C=C(C=C1)NC2=NC=CC(=N2)N(C)C3=CC4=NN(C(=C4C=C3)C)C)S(=O)(=O)N.Cl. Drug 2: CCC1(CC2CC(C3=C(CCN(C2)C1)C4=CC=CC=C4N3)(C5=C(C=C6C(=C5)C78CCN9C7C(C=CC9)(C(C(C8N6C)(C(=O)OC)O)OC(=O)C)CC)OC)C(=O)OC)O.OS(=O)(=O)O. Cell line: NCI-H226. Synergy scores: CSS=47.2, Synergy_ZIP=7.53, Synergy_Bliss=8.52, Synergy_Loewe=-1.16, Synergy_HSA=10.1. (9) Drug 1: C1CNP(=O)(OC1)N(CCCl)CCCl. Drug 2: N.N.Cl[Pt+2]Cl. Cell line: RPMI-8226. Synergy scores: CSS=41.6, Synergy_ZIP=2.76, Synergy_Bliss=3.69, Synergy_Loewe=-20.5, Synergy_HSA=6.20.